This data is from Reaction yield outcomes from USPTO patents with 853,638 reactions. The task is: Predict the reaction yield, written as a fraction of the theoretical maximum amount of product (1.0 means a 100% yield; for example, 0.34 means a 34% yield). (1) The reactants are C([Si](C)(C)[O:6][C@H:7]1[CH2:11][CH2:10][N:9]([CH2:12][C@@H:13]([N:22]([CH3:36])[C:23](=[O:35])[CH2:24][C:25]2[CH:26]=[CH:27][C:28]3[S:32][C:31](=[O:33])[NH:30][C:29]=3[CH:34]=2)[C:14]2[CH:19]=[CH:18][CH:17]=[C:16]([C:20]#N)[CH:15]=2)[CH2:8]1)(C)(C)C.[OH2:39].[OH-:40].[K+].Cl. The catalyst is O1CCCC1.CO. The product is [OH:6][C@H:7]1[CH2:11][CH2:10][N:9]([CH2:12][C@H:13]([C:14]2[CH:15]=[C:16]([CH:17]=[CH:18][CH:19]=2)[C:20]([OH:40])=[O:39])[N:22]([CH3:36])[C:23](=[O:35])[CH2:24][C:25]2[CH:26]=[CH:27][C:28]3[S:32][C:31](=[O:33])[NH:30][C:29]=3[CH:34]=2)[CH2:8]1. The yield is 0.420. (2) The reactants are [I:1][C:2]1[CH:3]=[CH:4][C:5]2[N:6]([N:8]=[C:9]([C:11]([CH3:18])([CH3:17])[CH2:12][O:13]C(=O)C)[N:10]=2)[CH:7]=1.C([O-])([O-])=O.[K+].[K+]. The catalyst is CO. The product is [I:1][C:2]1[CH:3]=[CH:4][C:5]2[N:6]([N:8]=[C:9]([C:11]([CH3:18])([CH3:17])[CH2:12][OH:13])[N:10]=2)[CH:7]=1. The yield is 0.910. (3) The reactants are Cl[C:2]1[CH:3]=[CH:4][C:5]2[C:34]3[C:10](=[C:11]4[C:31](=[CH:32][CH:33]=3)[C:15]3[N:16]=[C:17]([C@@H:19]5[CH2:23][CH2:22][CH2:21][N:20]5[C:24]([O:26][C:27]([CH3:30])([CH3:29])[CH3:28])=[O:25])[NH:18][C:14]=3[CH:13]=[CH:12]4)[O:9][CH2:8][C:6]=2[CH:7]=1.[B:35]1([B:35]2[O:39][C:38]([CH3:41])([CH3:40])[C:37]([CH3:43])([CH3:42])[O:36]2)[O:39][C:38]([CH3:41])([CH3:40])[C:37]([CH3:43])([CH3:42])[O:36]1.CC(C1C=C(C(C)C)C(C2C=CC=CC=2P(C2CCCCC2)C2CCCCC2)=C(C(C)C)C=1)C.C([O-])(=O)C.[K+]. The catalyst is O1CCOCC1.C(OCC)(=O)C.C1C=CC(/C=C/C(/C=C/C2C=CC=CC=2)=O)=CC=1.C1C=CC(/C=C/C(/C=C/C2C=CC=CC=2)=O)=CC=1.C1C=CC(/C=C/C(/C=C/C2C=CC=CC=2)=O)=CC=1.[Pd].[Pd]. The product is [CH3:42][C:37]1([CH3:43])[C:38]([CH3:41])([CH3:40])[O:39][B:35]([C:2]2[CH:3]=[CH:4][C:5]3[C:34]4[C:10](=[C:11]5[C:31](=[CH:32][CH:33]=4)[C:15]4[N:16]=[C:17]([C@@H:19]6[CH2:23][CH2:22][CH2:21][N:20]6[C:24]([O:26][C:27]([CH3:30])([CH3:29])[CH3:28])=[O:25])[NH:18][C:14]=4[CH:13]=[CH:12]5)[O:9][CH2:8][C:6]=3[CH:7]=2)[O:36]1. The yield is 0.900. (4) The reactants are C([NH:5][S:6]([C:9]1[CH:10]=[C:11]([C:15]2[CH:20]=[CH:19][CH:18]=[C:17]([C:21]3[N:26]=[C:25]([C:27]4[CH:32]=[CH:31][C:30]([Cl:33])=[C:29]([Cl:34])[CH:28]=4)[CH:24]=[C:23]([C:35]([F:38])([F:37])[F:36])[N:22]=3)[CH:16]=2)[CH:12]=[CH:13][CH:14]=1)(=[O:8])=[O:7])(C)(C)C.C(O)(C(F)(F)F)=O. The catalyst is ClCCl. The product is [Cl:34][C:29]1[CH:28]=[C:27]([C:25]2[CH:24]=[C:23]([C:35]([F:38])([F:36])[F:37])[N:22]=[C:21]([C:17]3[CH:16]=[C:15]([C:11]4[CH:12]=[CH:13][CH:14]=[C:9]([S:6]([NH2:5])(=[O:7])=[O:8])[CH:10]=4)[CH:20]=[CH:19][CH:18]=3)[N:26]=2)[CH:32]=[CH:31][C:30]=1[Cl:33]. The yield is 0.720. (5) The reactants are C(N[CH:5]([CH3:7])[CH3:6])(C)C.C(=O)=O.[CH3:11][C:12](C)=O.C([Li])CCC.C([N-]C(C)C)(C)C.[Li+].[OH:28][C@@H:29]([CH3:35])[CH2:30][C:31]([O:33][CH3:34])=[O:32].BrCC=C(C)C.COCCOC. The catalyst is C1COCC1. The product is [OH:28][C@H:29]([C@H:30]([CH2:11][CH:12]=[C:5]([CH3:6])[CH3:7])[C:31]([O:33][CH3:34])=[O:32])[CH3:35]. The yield is 0.860. (6) The reactants are C[O:2][C:3]1[CH:12]=[CH:11][C:10]2[NH:9][C:8](=[O:13])[C:7]3[S:14][CH:15]=[CH:16][C:6]=3[C:5]=2[C:4]=1[C:17]1[CH:22]=[CH:21][C:20]([C:23]2([C:26]#[N:27])[CH2:25][CH2:24]2)=[CH:19][CH:18]=1.BrB(Br)Br. No catalyst specified. The product is [OH:2][C:3]1[CH:12]=[CH:11][C:10]2[NH:9][C:8](=[O:13])[C:7]3[S:14][CH:15]=[CH:16][C:6]=3[C:5]=2[C:4]=1[C:17]1[CH:22]=[CH:21][C:20]([C:23]2([C:26]#[N:27])[CH2:24][CH2:25]2)=[CH:19][CH:18]=1. The yield is 0.280.